From a dataset of Full USPTO retrosynthesis dataset with 1.9M reactions from patents (1976-2016). Predict the reactants needed to synthesize the given product. (1) Given the product [NH2:22][C:19]1[CH:20]=[CH:21][N:16]([C@H:12]2[C:13]([Cl:15])([Cl:14])[C@H:9]([OH:8])[C@@H:10]([CH2:24][OH:25])[O:11]2)[C:17](=[O:23])[N:18]=1, predict the reactants needed to synthesize it. The reactants are: CC1C=CC(C([O:8][C@H:9]2[C:13]([Cl:15])([Cl:14])[CH:12]([N:16]3[CH:21]=[CH:20][C:19]([NH2:22])=[N:18][C:17]3=[O:23])[O:11][C@@H:10]2[CH2:24][O:25]C(=O)C2C=CC(C)=CC=2)=O)=CC=1.CO. (2) Given the product [Cl:19][C:16]1[CH:17]=[CH:18][C:5]2[N:4]([CH3:20])[C:3](=[O:21])[CH:2]([NH:1][C:23]([NH:22][C:25]3[CH:30]=[CH:29][C:28]([O:31][CH3:32])=[CH:27][C:26]=3[CH3:33])=[O:24])[N:8]=[C:7]([C:9]3[CH:10]=[CH:11][CH:12]=[CH:13][CH:14]=3)[C:6]=2[CH:15]=1, predict the reactants needed to synthesize it. The reactants are: [NH2:1][CH:2]1[N:8]=[C:7]([C:9]2[CH:14]=[CH:13][CH:12]=[CH:11][CH:10]=2)[C:6]2[CH:15]=[C:16]([Cl:19])[CH:17]=[CH:18][C:5]=2[N:4]([CH3:20])[C:3]1=[O:21].[N:22]([C:25]1[CH:30]=[CH:29][C:28]([O:31][CH3:32])=[CH:27][C:26]=1[CH3:33])=[C:23]=[O:24]. (3) Given the product [C:1]([O:5][C:6](=[O:22])[NH:7][C:8]1[CH:13]=[C:12]([O:14][CH2:15][CH3:16])[C:11]([C:17]([F:20])([F:19])[F:18])=[CH:10][C:9]=1[NH:21][C:28](=[O:27])[CH2:29][C:30]([C:32]1[CH:37]=[CH:36][CH:35]=[C:34]([C:38]2[CH:39]=[N:40][C:41]([CH2:44][CH3:45])=[CH:42][CH:43]=2)[CH:33]=1)=[O:31])([CH3:2])([CH3:3])[CH3:4], predict the reactants needed to synthesize it. The reactants are: [C:1]([O:5][C:6](=[O:22])[NH:7][C:8]1[CH:13]=[C:12]([O:14][CH2:15][CH3:16])[C:11]([C:17]([F:20])([F:19])[F:18])=[CH:10][C:9]=1[NH2:21])([CH3:4])([CH3:3])[CH3:2].C([O:27][C:28](=O)[CH2:29][C:30]([C:32]1[CH:37]=[CH:36][CH:35]=[C:34]([C:38]2[CH:39]=[N:40][C:41]([CH2:44][CH3:45])=[CH:42][CH:43]=2)[CH:33]=1)=[O:31])(C)(C)C. (4) Given the product [C:32]([O:31][C:29]([N:25]1[CH2:26][CH2:27][CH2:28][C@@H:24]1[CH2:23][NH:22][C:5]([C:7]1[S:8][CH:9]=[CH:10][C:11]=1[NH:12][C:13]1[CH:18]=[CH:17][N:16]=[C:15]2[NH:19][CH:20]=[CH:21][C:14]=12)=[O:6])=[O:30])([CH3:35])([CH3:34])[CH3:33], predict the reactants needed to synthesize it. The reactants are: NCCN[C:5]([C:7]1[S:8][CH:9]=[CH:10][C:11]=1[NH:12][C:13]1[CH:18]=[CH:17][N:16]=[C:15]2[NH:19][CH:20]=[CH:21][C:14]=12)=[O:6].[NH2:22][CH2:23][C@H:24]1[CH2:28][CH2:27][CH2:26][N:25]1[C:29]([O:31][C:32]([CH3:35])([CH3:34])[CH3:33])=[O:30]. (5) Given the product [OH:14][CH:3]([CH2:4][N:5]1[CH2:13][C:12]2[C:7](=[CH:8][CH:9]=[CH:10][CH:11]=2)[CH2:6]1)[CH2:2][NH:1][C:27](=[O:28])[CH2:26][O:25][C:23]1[CH:22]=[CH:21][CH:20]=[C:19]2[C:24]=1[N:15]=[CH:16][CH:17]=[CH:18]2, predict the reactants needed to synthesize it. The reactants are: [NH2:1][CH2:2][CH:3]([OH:14])[CH2:4][N:5]1[CH2:13][C:12]2[C:7](=[CH:8][CH:9]=[CH:10][CH:11]=2)[CH2:6]1.[N:15]1[C:24]2[C:19](=[CH:20][CH:21]=[CH:22][C:23]=2[O:25][CH2:26][C:27](OCC)=[O:28])[CH:18]=[CH:17][CH:16]=1. (6) Given the product [OH:28][NH:13][C:6](=[O:30])[CH2:7][CH2:8][C:10]1[CH:9]=[CH:8][C:7]([CH2:6][NH:13][C:14]2([C:19]([OH:21])=[O:20])[CH2:15][CH2:16][CH2:17][CH2:18]2)=[CH:12][CH:11]=1, predict the reactants needed to synthesize it. The reactants are: ONC(=O)CC[CH:6]([NH:13][C:14]1([C:19]([O:21]C2CCCC2)=[O:20])[CH2:18][CH2:17][CH2:16][CH2:15]1)[C:7]1[CH:12]=[CH:11][CH:10]=[CH:9][CH:8]=1.[OH-:28].[Li+].[OH2:30].